Dataset: Forward reaction prediction with 1.9M reactions from USPTO patents (1976-2016). Task: Predict the product of the given reaction. (1) Given the reactants [Cl:1][C:2]1[CH:7]=[CH:6][C:5]([Mg]Br)=[CH:4][C:3]=1[F:10].[C:11]([O:15][C:16]([N:18]1[CH2:23][CH2:22][C:21](=[O:24])[CH2:20][CH2:19]1)=[O:17])([CH3:14])([CH3:13])[CH3:12].[Cl-].[NH4+], predict the reaction product. The product is: [C:11]([O:15][C:16]([N:18]1[CH2:23][CH2:22][C:21]([C:5]2[CH:6]=[CH:7][C:2]([Cl:1])=[C:3]([F:10])[CH:4]=2)([OH:24])[CH2:20][CH2:19]1)=[O:17])([CH3:14])([CH3:12])[CH3:13]. (2) Given the reactants S1C=CC=C1[C:6]1[S:10][C:9]([CH:11]=O)=[CH:8][CH:7]=1.[NH2:13][C:14]1[S:15][C:16]([NH2:29])=[C:17]([C:24]([O:26][CH2:27][CH3:28])=[O:25])[C:18]=1[C:19]([O:21][CH2:22][CH3:23])=[O:20].[C:30](O)([C:32](F)(F)F)=O, predict the reaction product. The product is: [CH2:22]([O:21][C:19]([C:18]1[C:17]([C:24]([O:26][CH2:27][CH3:28])=[O:25])=[C:16]([N:29]=[CH:8][C:9]2[S:10][CH:6]=[CH:30][CH:32]=2)[S:15][C:14]=1[N:13]=[CH:11][C:9]1[S:10][CH:6]=[CH:7][CH:8]=1)=[O:20])[CH3:23]. (3) Given the reactants [F:1][C:2]1[CH:25]=[C:24]([N+:26]([O-:28])=[O:27])[CH:23]=[CH:22][C:3]=1[O:4][C:5]1[CH:10]=[CH:9][N:8]=[C:7]2[CH:11]=[C:12]([C:14]3[CH:21]=[CH:20][C:17]([CH:18]=O)=[CH:16][N:15]=3)[S:13][C:6]=12.[CH3:29][O:30][CH2:31][CH2:32][NH2:33].[BH-](OC(C)=O)(OC(C)=O)OC(C)=O.[Na+], predict the reaction product. The product is: [F:1][C:2]1[CH:25]=[C:24]([N+:26]([O-:28])=[O:27])[CH:23]=[CH:22][C:3]=1[O:4][C:5]1[CH:10]=[CH:9][N:8]=[C:7]2[CH:11]=[C:12]([C:14]3[N:15]=[CH:16][C:17]([CH2:18][NH:33][CH2:32][CH2:31][O:30][CH3:29])=[CH:20][CH:21]=3)[S:13][C:6]=12. (4) Given the reactants [CH:1]1([CH:7]2[CH2:12][CH:11]([C:13]3[CH:18]=[CH:17][CH:16]=[CH:15][CH:14]=3)[CH2:10][CH2:9][NH:8]2)[CH2:6][CH2:5][CH2:4][CH2:3][CH2:2]1.Cl[C:20]([O:22][CH2:23][C:24]1[CH:29]=[CH:28][CH:27]=[CH:26][CH:25]=1)=[O:21].C(N(CC)CC)C, predict the reaction product. The product is: [CH:1]1([CH:7]2[CH2:12][CH:11]([C:13]3[CH:18]=[CH:17][CH:16]=[CH:15][CH:14]=3)[CH2:10][CH2:9][N:8]2[C:20]([O:22][CH2:23][C:24]2[CH:29]=[CH:28][CH:27]=[CH:26][CH:25]=2)=[O:21])[CH2:2][CH2:3][CH2:4][CH2:5][CH2:6]1. (5) The product is: [CH3:1][O:15][CH2:14][CH2:13][C:12]1[CH:11]=[CH:10][S:9][C:8]=1[CH3:7]. Given the reactants [CH3:1]C([O-])(C)C.[Na+].[CH3:7][C:8]1[S:9][CH:10]=[CH:11][C:12]=1[CH2:13][CH2:14][OH:15].CI, predict the reaction product.